Dataset: Forward reaction prediction with 1.9M reactions from USPTO patents (1976-2016). Task: Predict the product of the given reaction. Given the reactants C(NC(C)C)(C)C.C([Li])CCC.[Cl:13][C:14]1[CH:19]=[CH:18][C:17]([C:20]2[CH:25]=[CH:24][C:23]([C:26](=[O:32])[CH2:27][CH2:28][C:29]([OH:31])=[O:30])=[CH:22][CH:21]=2)=[CH:16][CH:15]=1.C1C=CC(S(N(S(C2C=CC=CC=2)(=O)=O)[F:43])(=O)=O)=CC=1.Cl, predict the reaction product. The product is: [Cl:13][C:14]1[CH:15]=[CH:16][C:17]([C:20]2[CH:25]=[CH:24][C:23]([C:26](=[O:32])[CH:27]([F:43])[CH2:28][C:29]([OH:31])=[O:30])=[CH:22][CH:21]=2)=[CH:18][CH:19]=1.